From a dataset of Full USPTO retrosynthesis dataset with 1.9M reactions from patents (1976-2016). Predict the reactants needed to synthesize the given product. (1) Given the product [CH:20]1([C@H:15]([NH:14][C:12]([C:3]2[C:2]([NH:1][C:34]([NH:33][C:36]3[C:37]([C:42]4[CH:47]=[CH:46][CH:45]=[CH:44][CH:43]=4)=[N:38][O:39][C:40]=3[CH3:41])=[O:35])=[CH:11][C:10]3[C:5](=[CH:6][CH:7]=[CH:8][CH:9]=3)[CH:4]=2)=[O:13])[C:16]([O:18][CH3:19])=[O:17])[CH2:25][CH2:24][CH2:23][CH2:22][CH2:21]1, predict the reactants needed to synthesize it. The reactants are: [NH2:1][C:2]1[C:3]([C:12]([NH:14][C@@H:15]([CH:20]2[CH2:25][CH2:24][CH2:23][CH2:22][CH2:21]2)[C:16]([O:18][CH3:19])=[O:17])=[O:13])=[CH:4][C:5]2[C:10]([CH:11]=1)=[CH:9][CH:8]=[CH:7][CH:6]=2.C(N(CC)CC)C.[N:33]([C:36]1[C:37]([C:42]2[CH:47]=[CH:46][CH:45]=[CH:44][CH:43]=2)=[N:38][O:39][C:40]=1[CH3:41])=[C:34]=[O:35]. (2) The reactants are: [F:1][C:2]1[CH:7]=[C:6]([S:8][CH3:9])[CH:5]=[CH:4][C:3]=1[NH:10][C:11]1[C:12]([C:19]([O:21]C)=O)=[N:13][N:14]([CH3:18])[C:15](=[O:17])[CH:16]=1.[CH:23]([O:25][CH2:26][CH2:27][O:28][NH2:29])=[CH2:24].[Li+].C[Si]([N-][Si](C)(C)C)(C)C. Given the product [F:1][C:2]1[CH:7]=[C:6]([S:8][CH3:9])[CH:5]=[CH:4][C:3]=1[NH:10][C:11]1[C:12]([C:19]([NH:29][O:28][CH2:27][CH2:26][O:25][CH:23]=[CH2:24])=[O:21])=[N:13][N:14]([CH3:18])[C:15](=[O:17])[CH:16]=1, predict the reactants needed to synthesize it.